This data is from Full USPTO retrosynthesis dataset with 1.9M reactions from patents (1976-2016). The task is: Predict the reactants needed to synthesize the given product. (1) Given the product [CH3:18][C:16]1[S:17][C:13]([NH:12][C:10]([C:8]2[C:7]([NH:22][C:23]3[CH:28]=[N:27][CH:26]=[N:25][CH:24]=3)=[N:6][CH:5]=[C:4]([CH:1]3[CH2:3][CH2:2]3)[N:9]=2)=[O:11])=[C:14]([C:19](=[O:20])[NH:31][CH3:30])[N:15]=1, predict the reactants needed to synthesize it. The reactants are: [CH:1]1([C:4]2[N:9]=[C:8]([C:10]([NH:12][C:13]3[S:17][C:16]([CH3:18])=[N:15][C:14]=3[C:19](O)=[O:20])=[O:11])[C:7]([NH:22][C:23]3[CH:24]=[N:25][CH:26]=[N:27][CH:28]=3)=[N:6][CH:5]=2)[CH2:3][CH2:2]1.Cl.[CH3:30][NH2:31]. (2) Given the product [CH3:19][O:20][C:21]([C@@H:22]([O:6][C:5](=[O:7])[CH2:4]/[CH:3]=[C:2](\[CH3:1])/[CH2:8][CH2:9]/[CH:10]=[C:11](\[CH3:18])/[CH2:12][CH2:13][CH:14]=[C:15]([CH3:17])[CH3:16])[C:24]1[CH:29]=[CH:28][CH:27]=[CH:26][CH:25]=1)=[O:30], predict the reactants needed to synthesize it. The reactants are: [CH3:1]/[C:2](/[CH2:8][CH2:9]/[CH:10]=[C:11](\[CH3:18])/[CH2:12][CH2:13][CH:14]=[C:15]([CH3:17])[CH3:16])=[CH:3]\[CH2:4][C:5]([OH:7])=[O:6].[CH3:19][O:20][C:21](=[O:30])[C@H:22]([C:24]1[CH:29]=[CH:28][CH:27]=[CH:26][CH:25]=1)O.CO.C1CCC(N=C=NC2CCCCC2)CC1. (3) Given the product [Cl:20][C:15]1[CH:14]=[C:13]([NH:12][CH:11]([C:10]([NH:9][C@H:4]([CH2:5][CH2:6][CH2:7][CH3:8])[CH3:3])=[O:22])[CH3:21])[CH:18]=[CH:17][C:16]=1[Cl:19].[CH2:24]([NH-:31])[C:25]1[CH:30]=[CH:29][CH:28]=[CH:27][CH:26]=1, predict the reactants needed to synthesize it. The reactants are: CO[C:3](=O)[C@@H:4]([NH:9][C:10](=[O:22])[C@H:11]([CH3:21])[NH:12][C:13]1[CH:18]=[CH:17][C:16]([Cl:19])=[C:15]([Cl:20])[CH:14]=1)[CH2:5][CH2:6][CH2:7][CH3:8].[CH2:24]([NH2:31])[C:25]1[CH:30]=[CH:29][CH:28]=[CH:27][CH:26]=1. (4) Given the product [Cl:29][C:30]1[C:35]([C:2]2[N:10]=[CH:9][N:8]=[C:7]3[C:3]=2[N:4]=[CH:5][N:6]3[CH:11]2[CH2:16][CH2:15][CH2:14][CH2:13][O:12]2)=[CH:34][N:33]=[CH:32][N:31]=1, predict the reactants needed to synthesize it. The reactants are: I[C:2]1[N:10]=[CH:9][N:8]=[C:7]2[C:3]=1[N:4]=[CH:5][N:6]2[CH:11]1[CH2:16][CH2:15][CH2:14][CH2:13][O:12]1.C([Mg]Cl)(C)C.C([Mg]Cl)(C)C.[Li+].[Cl-].[Cl:29][C:30]1[C:35](I)=[CH:34][N:33]=[CH:32][N:31]=1.O1C=CC=C1P(C1OC=CC=1)C1OC=CC=1.